This data is from Reaction yield outcomes from USPTO patents with 853,638 reactions. The task is: Predict the reaction yield, written as a fraction of the theoretical maximum amount of product (1.0 means a 100% yield; for example, 0.34 means a 34% yield). The reactants are [C:1]([O:5][C:6]([N:8]1[CH2:13][CH2:12][CH2:11][CH:10]([CH2:14][NH:15][C:16]2[CH:21]=[C:20]([NH:22][C:23]3[CH:28]=[N:27][C:26]([C:29]#[N:30])=[CH:25][N:24]=3)[N:19]=[CH:18][C:17]=2[N:31]2[CH:35]=[CH:34][C:33]([C:36](O)=[O:37])=[CH:32]2)[CH2:9]1)=[O:7])([CH3:4])([CH3:3])[CH3:2].[Si:39]([O:46][CH2:47][CH2:48][NH2:49])([C:42]([CH3:45])([CH3:44])[CH3:43])([CH3:41])[CH3:40].C(N(C(C)C)C(C)C)C.O.ON1C2C=CC=CC=2N=N1.CN(C)CCCN=C=NCC. The catalyst is CN(C=O)C. The product is [Si:39]([O:46][CH2:47][CH2:48][NH:49][C:36]([C:33]1[CH:34]=[CH:35][N:31]([C:17]2[C:16]([NH:15][CH2:14][CH:10]3[CH2:11][CH2:12][CH2:13][N:8]([C:6]([O:5][C:1]([CH3:4])([CH3:2])[CH3:3])=[O:7])[CH2:9]3)=[CH:21][C:20]([NH:22][C:23]3[CH:28]=[N:27][C:26]([C:29]#[N:30])=[CH:25][N:24]=3)=[N:19][CH:18]=2)[CH:32]=1)=[O:37])([C:42]([CH3:44])([CH3:45])[CH3:43])([CH3:41])[CH3:40]. The yield is 0.780.